Dataset: Catalyst prediction with 721,799 reactions and 888 catalyst types from USPTO. Task: Predict which catalyst facilitates the given reaction. (1) Reactant: B(Br)(Br)Br.[S:5]1[CH:9]=[CH:8][N:7]=[C:6]1[NH:10][C:11]([C:13]1[C:21]2[C:16](=[CH:17][C:18]([O:22]C)=[CH:19][CH:20]=2)[N:15]([CH:24]([CH3:26])[CH3:25])[CH:14]=1)=[O:12].[OH-].[NH4+]. Product: [S:5]1[CH:9]=[CH:8][N:7]=[C:6]1[NH:10][C:11]([C:13]1[C:21]2[C:16](=[CH:17][C:18]([OH:22])=[CH:19][CH:20]=2)[N:15]([CH:24]([CH3:26])[CH3:25])[CH:14]=1)=[O:12]. The catalyst class is: 2. (2) Reactant: Cl[C:2]1[C:11]2=[N:12][N:13](CC3C=CC(OC)=CC=3)[CH:14]=[C:10]2[C:9]2[CH:8]=[C:7]([O:24][CH3:25])[CH:6]=[CH:5][C:4]=2[N:3]=1.[F:26][C:27]1[CH:28]=[C:29]([CH:31]=[CH:32][C:33]=1[O:34][CH3:35])[NH2:30].Cl. Product: [F:26][C:27]1[CH:28]=[C:29]([NH:30][C:2]2[C:11]3=[N:12][NH:13][CH:14]=[C:10]3[C:9]3[CH:8]=[C:7]([O:24][CH3:25])[CH:6]=[CH:5][C:4]=3[N:3]=2)[CH:31]=[CH:32][C:33]=1[O:34][CH3:35]. The catalyst class is: 71. (3) Reactant: [CH2:1]([N:5]([CH2:35][CH2:36][CH2:37][CH3:38])[C:6]([C:8]1[CH:12]=[C:11]([CH3:13])[N:10]([C:14]2[CH:19]=[C:18]([OH:20])[CH:17]=[CH:16][C:15]=2[C:21]([N:23]2[C@H:32]([CH2:33][OH:34])[CH2:31][C:30]3[C:25](=[CH:26][CH:27]=[CH:28][CH:29]=3)[CH2:24]2)=[O:22])[N:9]=1)=[O:7])[CH2:2][CH2:3][CH3:4].CC(C)([O-])C.[K+].Cl[CH2:46][C:47]([O:49][CH2:50][C:51]1[CH:56]=[CH:55][CH:54]=[CH:53][CH:52]=1)=[O:48].Cl. Product: [CH2:50]([O:49][C:47](=[O:48])[CH2:46][O:20][C:18]1[CH:17]=[CH:16][C:15]([C:21]([N:23]2[C@H:32]([CH2:33][OH:34])[CH2:31][C:30]3[C:25](=[CH:26][CH:27]=[CH:28][CH:29]=3)[CH2:24]2)=[O:22])=[C:14]([N:10]2[C:11]([CH3:13])=[CH:12][C:8]([C:6](=[O:7])[N:5]([CH2:1][CH2:2][CH2:3][CH3:4])[CH2:35][CH2:36][CH2:37][CH3:38])=[N:9]2)[CH:19]=1)[C:51]1[CH:56]=[CH:55][CH:54]=[CH:53][CH:52]=1. The catalyst class is: 54. (4) Reactant: [CH2:1]([O:3][C:4](=[O:25])[CH2:5][CH:6]1[CH2:11][CH2:10][CH:9]([C:12]2[CH:17]=[CH:16][C:15]([C:18]3[N:19]=[N:20][C:21](Cl)=[CH:22][CH:23]=3)=[CH:14][CH:13]=2)[CH2:8][CH2:7]1)[CH3:2].[Cl:26][C:27]1[CH:28]=[C:29]([CH:31]=[CH:32][CH:33]=1)[NH2:30].Cl. Product: [CH2:1]([O:3][C:4](=[O:25])[CH2:5][CH:6]1[CH2:7][CH2:8][CH:9]([C:12]2[CH:17]=[CH:16][C:15]([C:18]3[N:19]=[N:20][C:21]([NH:30][C:29]4[CH:31]=[CH:32][CH:33]=[C:27]([Cl:26])[CH:28]=4)=[CH:22][CH:23]=3)=[CH:14][CH:13]=2)[CH2:10][CH2:11]1)[CH3:2]. The catalyst class is: 12. (5) Reactant: [Br:1][C:2]1[CH:3]=[C:4]([CH:8]=[CH:9][C:10]=1[O:11][CH3:12])[C:5]([OH:7])=O.CCN(C(C)C)C(C)C.[CH:22]1([NH2:28])[CH2:27][CH2:26][CH2:25][CH2:24][CH2:23]1.CN(C(ON1N=NC2C=CC=NC1=2)=[N+](C)C)C.F[P-](F)(F)(F)(F)F. Product: [Br:1][C:2]1[CH:3]=[C:4]([CH:8]=[CH:9][C:10]=1[O:11][CH3:12])[C:5]([NH:28][CH:22]1[CH2:27][CH2:26][CH2:25][CH2:24][CH2:23]1)=[O:7]. The catalyst class is: 3. (6) Reactant: [CH2:1]([O:3][C:4](=[O:17])[CH2:5][S:6]([CH2:9][C:10]1[CH:15]=[CH:14][C:13]([Br:16])=[CH:12][CH:11]=1)(=[O:8])=[O:7])[CH3:2].[CH2:18](Br)[CH3:19].[N:21]1[C:26]2[CH:27]=[CH:28][CH:29]=[CH:30][C:25]=2[C:24](=[O:31])[NH:23][N:22]=1.C(=O)([O-])[O-].[K+].[K+]. Product: [CH2:1]([O:3][C:4](=[O:17])[CH:5]([S:6]([CH2:9][C:10]1[CH:11]=[CH:12][C:13]([Br:16])=[CH:14][CH:15]=1)(=[O:7])=[O:8])[CH2:18][CH2:19][N:23]1[C:24](=[O:31])[C:25]2[CH:30]=[CH:29][CH:28]=[CH:27][C:26]=2[N:21]=[N:22]1)[CH3:2]. The catalyst class is: 639. (7) Reactant: [CH3:1][O:2][CH2:3][CH2:4][N:5]1[CH:9]=[CH:8][N:7]=[C:6]1[CH3:10].C([O-])([O-])=O.[K+].[K+].[Br:17]N1C(=O)CCC1=O. Product: [Br:17][C:9]1[N:5]([CH2:4][CH2:3][O:2][CH3:1])[C:6]([CH3:10])=[N:7][CH:8]=1. The catalyst class is: 220. (8) Reactant: [CH3:1][C:2]1[CH:29]=[CH:28][C:5]([CH2:6][O:7][C:8]([N:10]2[CH2:15][CH2:14][CH:13]([CH2:16][NH:17][C:18]([C:20]3[NH:24][N:23]=[C:22]([C:25](O)=[O:26])[CH:21]=3)=[O:19])[CH2:12][CH2:11]2)=[O:9])=[CH:4][CH:3]=1. Product: [OH:26][CH2:25][C:22]1[CH:21]=[C:20]([C:18]([NH:17][CH2:16][CH:13]2[CH2:14][CH2:15][N:10]([C:8]([O:7][CH2:6][C:5]3[CH:28]=[CH:29][C:2]([CH3:1])=[CH:3][CH:4]=3)=[O:9])[CH2:11][CH2:12]2)=[O:19])[NH:24][N:23]=1. The catalyst class is: 1. (9) Reactant: [Cl:1][C:2]1[C:11]2[C:6](=[CH:7][CH:8]=[CH:9][CH:10]=2)[C:5]([CH3:12])=[N:4][N:3]=1.[Br:13]N1C(=O)CCC1=O.N(C(C)(C)C#N)=NC(C)(C)C#N. Product: [Br:13][CH2:12][C:5]1[C:6]2[C:11](=[CH:10][CH:9]=[CH:8][CH:7]=2)[C:2]([Cl:1])=[N:3][N:4]=1. The catalyst class is: 53. (10) Reactant: [Cl:1][C:2]1[C:3]([F:31])=[C:4]([C@@H:8]2[C@:12]([C:15]3[CH:20]=[CH:19][C:18]([Cl:21])=[CH:17][C:16]=3[F:22])([C:13]#[N:14])[C@H:11]([CH2:23][C:24]([CH3:27])([CH3:26])[CH3:25])[NH:10][C@H:9]2[C:28]([OH:30])=O)[CH:5]=[CH:6][CH:7]=1.CCN(C(C)C)C(C)C.C1(P(Cl)(C2C=CC=CC=2)=O)C=CC=CC=1.[CH3:56][O:57][C:58](=[O:68])[C:59]1[CH:64]=[C:63]([F:65])[C:62]([NH2:66])=[CH:61][C:60]=1[F:67].NC1C=CC=CC=1. Product: [CH3:56][O:57][C:58](=[O:68])[C:59]1[CH:64]=[C:63]([F:65])[C:62]([NH:66][C:28]([C@H:9]2[C@H:8]([C:4]3[CH:5]=[CH:6][CH:7]=[C:2]([Cl:1])[C:3]=3[F:31])[C@:12]([C:15]3[CH:20]=[CH:19][C:18]([Cl:21])=[CH:17][C:16]=3[F:22])([C:13]#[N:14])[C@H:11]([CH2:23][C:24]([CH3:25])([CH3:27])[CH3:26])[NH:10]2)=[O:30])=[CH:61][C:60]=1[F:67]. The catalyst class is: 2.